From a dataset of Cav3 T-type calcium channel HTS with 100,875 compounds. Binary Classification. Given a drug SMILES string, predict its activity (active/inactive) in a high-throughput screening assay against a specified biological target. (1) The molecule is O(Cc1onc(c1)C)c1c(O)cccc1. The result is 0 (inactive). (2) The drug is Clc1ccc(CN(CC2OCCC2)C(c2n(nnn2)C(C)(C)C)c2sccc2)cc1. The result is 1 (active). (3) The molecule is O=C(Nc1ccccc1)C(Cc1ccc(OC)cc1)CC(O)=O. The result is 0 (inactive). (4) The molecule is Brc1oc(C(=O)Nc2cc(OC(F)(F)F)ccc2)cc1. The result is 1 (active). (5) The molecule is S=c1n(c(=O)c2c([nH]1)cc(cc2)C(=O)NCCc1cc(OC)c(OC)cc1)CCOC. The result is 0 (inactive).